This data is from Catalyst prediction with 721,799 reactions and 888 catalyst types from USPTO. The task is: Predict which catalyst facilitates the given reaction. (1) The catalyst class is: 1. Product: [C:32]([O:36][C:37](=[O:47])[NH:38][C:39]1[C:44]([CH:45]([C:2]2[C:7]([N:8]([S:9]([C:12]3[CH:17]=[CH:16][C:15]([Cl:18])=[C:14]([C:19]([F:22])([F:21])[F:20])[CH:13]=3)(=[O:11])=[O:10])[CH2:23][O:24][CH3:25])=[CH:6][C:5]([Cl:26])=[CH:4][N:3]=2)[OH:46])=[CH:43][CH:42]=[CH:41][N:40]=1)([CH3:35])([CH3:33])[CH3:34]. Reactant: Br[C:2]1[C:7]([N:8]([CH2:23][O:24][CH3:25])[S:9]([C:12]2[CH:17]=[CH:16][C:15]([Cl:18])=[C:14]([C:19]([F:22])([F:21])[F:20])[CH:13]=2)(=[O:11])=[O:10])=[CH:6][C:5]([Cl:26])=[CH:4][N:3]=1.C([Mg]Cl)(C)C.[C:32]([O:36][C:37](=[O:47])[NH:38][C:39]1[C:44]([CH:45]=[O:46])=[CH:43][CH:42]=[CH:41][N:40]=1)([CH3:35])([CH3:34])[CH3:33]. (2) Reactant: CN(C)C=O.[Br:6][C:7]1[CH:8]=[CH:9][C:10]([O:14][CH3:15])=[C:11]([OH:13])[CH:12]=1.Br[CH2:17][CH2:18][Cl:19].C(=O)([O-])[O-].[K+].[K+]. Product: [Br:6][C:7]1[CH:8]=[CH:9][C:10]([O:14][CH3:15])=[C:11]([O:13][CH2:17][CH2:18][Cl:19])[CH:12]=1. The catalyst class is: 6. (3) Product: [Cl:1][C:2]1[CH:3]=[C:4]([NH:8][C:9]2[CH:14]=[C:13]([NH:15][CH:16]3[CH2:17][CH2:18]3)[N:12]3[N:19]=[CH:20][C:21]([CH:22]=[C:30]4[NH:24][C:25](=[O:26])[NH:27][C:28]4=[O:29])=[C:11]3[N:10]=2)[CH:5]=[CH:6][CH:7]=1. Reactant: [Cl:1][C:2]1[CH:3]=[C:4]([NH:8][C:9]2[CH:14]=[C:13]([NH:15][CH:16]3[CH2:18][CH2:17]3)[N:12]3[N:19]=[CH:20][C:21]([CH:22]=O)=[C:11]3[N:10]=2)[CH:5]=[CH:6][CH:7]=1.[NH:24]1[CH2:30][C:28](=[O:29])[NH:27][C:25]1=[O:26].N1CCCCC1. The catalyst class is: 14. (4) Reactant: [BH4-].[K+].[Br:3][C:4]1[CH:13]=[CH:12][C:11]([N+:14]([O-])=O)=[C:10]2[C:5]=1[CH2:6][CH2:7][CH2:8][C:9]2=[O:17]. Product: [NH2:14][C:11]1[CH:12]=[CH:13][C:4]([Br:3])=[C:5]2[C:10]=1[CH:9]([OH:17])[CH2:8][CH2:7][CH2:6]2. The catalyst class is: 5. (5) Reactant: [Cl:1][C:2]1[N:7]=[C:6](Cl)[C:5]([C:9]([O:11][CH2:12][CH3:13])=[O:10])=[CH:4][N:3]=1.[C:14]([N:21]1[CH2:25][CH2:24][CH:23]([CH2:26][NH2:27])[CH2:22]1)([O:16][C:17]([CH3:20])([CH3:19])[CH3:18])=[O:15].CCN(C(C)C)C(C)C.O. Product: [C:17]([O:16][C:14]([N:21]1[CH2:25][CH2:24][CH:23]([CH2:26][NH:27][C:6]2[C:5]([C:9]([O:11][CH2:12][CH3:13])=[O:10])=[CH:4][N:3]=[C:2]([Cl:1])[N:7]=2)[CH2:22]1)=[O:15])([CH3:20])([CH3:19])[CH3:18]. The catalyst class is: 210. (6) Reactant: [CH3:1][N:2]([CH3:22])[CH:3]1[CH2:8][CH2:7][CH:6]([NH:9]C(=O)OCC2C=CC=CC=2)[C:5]([CH3:21])([CH3:20])[CH2:4]1. Product: [CH3:1][N:2]([CH3:22])[CH:3]1[CH2:8][CH2:7][CH:6]([NH2:9])[C:5]([CH3:20])([CH3:21])[CH2:4]1. The catalyst class is: 29.